From a dataset of Forward reaction prediction with 1.9M reactions from USPTO patents (1976-2016). Predict the product of the given reaction. (1) Given the reactants [F:1][C:2]1[C:7]([F:8])=[CH:6][CH:5]=[CH:4][C:3]=1[CH3:9].C([Li])CCC.[CH2:15]1[O:17][CH2:16]1.Cl, predict the reaction product. The product is: [F:8][C:7]1[C:2]([F:1])=[C:3]([CH3:9])[CH:4]=[CH:5][C:6]=1[CH2:16][CH2:15][OH:17]. (2) The product is: [CH3:31][C:16]1[C:15]2[C:19](=[CH:20][CH:21]=[CH:22][C:14]=2[NH:13][C:11]([C:8]2[N:5]3[CH:6]=[CH:7][C:2]([C:46]4[CH2:51][CH2:50][N:49]([C:52]([O:54][C:55]([CH3:58])([CH3:57])[CH3:56])=[O:53])[CH2:48][CH:47]=4)=[CH:3][C:4]3=[N:10][CH:9]=2)=[O:12])[N:18]([CH2:23][C:24]2[CH:29]=[CH:28][CH:27]=[C:26]([CH3:30])[N:25]=2)[N:17]=1. Given the reactants Br[C:2]1[CH:7]=[CH:6][N:5]2[C:8]([C:11]([NH:13][C:14]3[CH:22]=[CH:21][CH:20]=[C:19]4[C:15]=3[C:16]([CH3:31])=[N:17][N:18]4[CH2:23][C:24]3[CH:29]=[CH:28][CH:27]=[C:26]([CH3:30])[N:25]=3)=[O:12])=[CH:9][N:10]=[C:4]2[CH:3]=1.COCCOC.CC1(C)C(C)(C)OB([C:46]2[CH2:51][CH2:50][N:49]([C:52]([O:54][C:55]([CH3:58])([CH3:57])[CH3:56])=[O:53])[CH2:48][CH:47]=2)O1.C(=O)([O-])[O-].[Na+].[Na+], predict the reaction product. (3) Given the reactants ClC1C(C(=O)N(CCCC)CCCC)=NN(C2C=CC(C(=O)NS(C3C=CC4C(=CC=CC=4)C=3)(=O)=O)=CC=2C(O)=O)C=1C.[CH2:44]([N:48]([C:92]1[CH:101]=[CH:100][C:95]([C:96]([O:98]C)=[O:97])=[CH:94][CH:93]=1)[C:49]([C:51]1[C:55]([Cl:56])=[C:54]([CH3:57])[N:53]([C:58]2[CH:63]=[CH:62][C:61]([C:64](=[O:79])[NH:65][S:66]([C:69]3[CH:78]=[CH:77][C:76]4[C:71](=[CH:72][CH:73]=[CH:74][CH:75]=4)[CH:70]=3)(=[O:68])=[O:67])=[CH:60][C:59]=2[C:80]([N:82]2[CH2:91][CH2:90][C:89]3[C:84](=[CH:85][CH:86]=[CH:87][CH:88]=3)[CH2:83]2)=[O:81])[N:52]=1)=[O:50])[CH2:45][CH2:46][CH3:47], predict the reaction product. The product is: [CH2:44]([N:48]([C:92]1[CH:93]=[CH:94][C:95]([C:96]([OH:98])=[O:97])=[CH:100][CH:101]=1)[C:49]([C:51]1[C:55]([Cl:56])=[C:54]([CH3:57])[N:53]([C:58]2[CH:63]=[CH:62][C:61]([C:64](=[O:79])[NH:65][S:66]([C:69]3[CH:78]=[CH:77][C:76]4[C:71](=[CH:72][CH:73]=[CH:74][CH:75]=4)[CH:70]=3)(=[O:67])=[O:68])=[CH:60][C:59]=2[C:80]([N:82]2[CH2:91][CH2:90][C:89]3[C:84](=[CH:85][CH:86]=[CH:87][CH:88]=3)[CH2:83]2)=[O:81])[N:52]=1)=[O:50])[CH2:45][CH2:46][CH3:47].